From a dataset of Reaction yield outcomes from USPTO patents with 853,638 reactions. Predict the reaction yield, written as a fraction of the theoretical maximum amount of product (1.0 means a 100% yield; for example, 0.34 means a 34% yield). (1) The reactants are [Br:1][C:2]1[CH:3]=[CH:4][C:5]([Cl:11])=[C:6]([CH:10]=1)[C:7](O)=[O:8].[BH4-].[Na+].II. The catalyst is C1COCC1.C(OCC)(=O)C. The product is [Br:1][C:2]1[CH:3]=[CH:4][C:5]([Cl:11])=[C:6]([CH2:7][OH:8])[CH:10]=1. The yield is 0.970. (2) The reactants are B1C2CCCC1CCC2.[CH:10]([C:12]1[CH:13]=[CH:14][C:15]([O:20][C:21]2[CH:26]=[CH:25][CH:24]=[C:23]([C:27]([F:30])([F:29])[F:28])[CH:22]=2)=[C:16]([CH:19]=1)[C:17]#[N:18])=[CH2:11].[O-:31]S([O-])=O.[Na+].[Na+]. The catalyst is C1COCC1. The product is [OH:31][CH2:11][CH2:10][C:12]1[CH:13]=[CH:14][C:15]([O:20][C:21]2[CH:26]=[CH:25][CH:24]=[C:23]([C:27]([F:28])([F:29])[F:30])[CH:22]=2)=[C:16]([CH:19]=1)[C:17]#[N:18]. The yield is 0.514. (3) The product is [CH3:1][S:2]([OH:5])(=[O:4])=[O:3].[CH3:6][O:7][C:8]1[CH:9]=[C:10](/[C:16](=[CH:19]/[C:20]2[CH:21]=[CH:22][N:23]=[CH:24][CH:25]=2)/[C:17]#[N:18])[CH:11]=[CH:12][C:13]=1[O:14][CH3:15]. The yield is 0.970. No catalyst specified. The reactants are [CH3:1][S:2]([OH:5])(=[O:4])=[O:3].[CH3:6][O:7][C:8]1[CH:9]=[C:10](/[C:16](=[CH:19]/[C:20]2[CH:25]=[CH:24][N:23]=[CH:22][CH:21]=2)/[C:17]#[N:18])[CH:11]=[CH:12][C:13]=1[O:14][CH3:15]. (4) The catalyst is CN(C)C(=O)C. The product is [CH3:1][N:2]([CH2:10][C:11]1[CH:20]=[CH:19][C:14]([C:15]([O:17][CH3:18])=[O:16])=[CH:13][CH:12]=1)[C:3]1[CH:8]=[CH:7][CH:6]=[CH:5][CH:4]=1. The reactants are [CH3:1][NH:2][C:3]1[CH:8]=[CH:7][CH:6]=[CH:5][CH:4]=1.Br[CH2:10][C:11]1[CH:20]=[CH:19][C:14]([C:15]([O:17][CH3:18])=[O:16])=[CH:13][CH:12]=1.C(=O)([O-])[O-].[Ca+2].O. The yield is 0.820. (5) The reactants are Br[C:2]1[N:3]=[CH:4][C:5]([NH2:8])=[N:6][CH:7]=1.[NH:9]1[CH2:13][CH2:12][CH2:11][C:10]1=[O:14].C(=O)([O-])[O-].[K+].[K+].[C@@H]1(N)CCCC[C@H]1N. The catalyst is O1CCOCC1.[Cu]I.CO.C(OCC)(=O)C. The product is [NH2:8][C:5]1[N:6]=[CH:7][C:2]([N:9]2[CH2:13][CH2:12][CH2:11][C:10]2=[O:14])=[N:3][CH:4]=1. The yield is 0.307. (6) The reactants are [C:1](/[C:3](=[C:5]1/[C:6]2[CH:35]=[CH:34][CH:33]=[CH:32][C:7]=2[O:8][CH2:9][C:10]2[CH:15]=[C:14]([CH2:16][N:17]3[C:21]4[CH:22]=[CH:23][CH:24]=[C:25]([C:26](O)=[O:27])[C:20]=4[N:19]=[C:18]3[CH2:29][CH2:30][CH3:31])[CH:13]=[CH:12][C:11]/1=2)/[CH3:4])#[N:2].[NH2:36][CH2:37][CH2:38][OH:39].C(N=C=NCCCN(C)C)C.ON1C2C=CC=CC=2N=N1.C(=O)([O-])O.[Na+]. The catalyst is CN(C=O)C. The product is [OH:39][CH2:38][CH2:37][NH:36][C:26]([C:25]1[C:20]2[N:19]=[C:18]([CH2:29][CH2:30][CH3:31])[N:17]([CH2:16][C:14]3[CH:13]=[CH:12][C:11]4/[C:5](=[C:3](\[C:1]#[N:2])/[CH3:4])/[C:6]5[CH:35]=[CH:34][CH:33]=[CH:32][C:7]=5[O:8][CH2:9][C:10]=4[CH:15]=3)[C:21]=2[CH:22]=[CH:23][CH:24]=1)=[O:27]. The yield is 0.990. (7) The reactants are [C:1](Cl)(Cl)=[O:2].[CH3:5][NH:6][C:7]1[S:8][C:9]([C:12]2[CH:13]=[N:14][CH:15]=[C:16]([F:18])[CH:17]=2)=[N:10][N:11]=1.[CH3:19][S:20][CH2:21][CH2:22][OH:23]. The catalyst is C1(C)C=CC=CC=1.ClC(Cl)C. The product is [CH3:19][S:20][CH2:21][CH2:22][O:23][C:1](=[O:2])[N:6]([C:7]1[S:8][C:9]([C:12]2[CH:13]=[N:14][CH:15]=[C:16]([F:18])[CH:17]=2)=[N:10][N:11]=1)[CH3:5]. The yield is 0.530.